Dataset: Drug-target binding data from BindingDB using IC50 measurements. Task: Regression. Given a target protein amino acid sequence and a drug SMILES string, predict the binding affinity score between them. We predict pIC50 (pIC50 = -log10(IC50 in M); higher means more potent). Dataset: bindingdb_ic50. The small molecule is Sc1nc2cc(Cl)ccc2s1. The target protein sequence is MYFSSLCKFLPISEKEKIYLNIVKKRFCKSNIYYNNNNNNIINYNKRGLKFYPFCNNLKKNINFVNINNKKGINFHSINKERKMASEVPQVVSLDPTSIPIEYNTPIHDIKVQVYDIKGGCNVEEGLTIFLVNNPGKENGPVKISSKVNDKNVSEFLKDENMEKFNVKLGTSKHFYMFNDNKNSVAVGYVGCGSVADLSEADMKRVVLSLVTMLHDNKLSKLTVVFEINVDKNLFRFFLETLFYEYMTDERFKSTDKNVNMEYIKHLGVYINNADTYKEEVEKARVYYFGTYYASQLIAAPSNYCNPVSLSNAAVELAQKLNLEYKILGVKELEELKMGAYLSVGKGSMYPNKFIHLTYKSKGDVKKKIALVGKGITFDSGGYNLKAAPGSMIDLMKFDMSGCAAVLGCAYCVGTLKPENVEIHFLSAVCENMVSKNSYRPGDIITASNGKTIEVGNTDAEGRLTLADALVYAEKLGVDYIVDIATLTGAMLYSLGTSYA.... The pIC50 is 4.8.